Dataset: Experimentally validated miRNA-target interactions with 360,000+ pairs, plus equal number of negative samples. Task: Binary Classification. Given a miRNA mature sequence and a target amino acid sequence, predict their likelihood of interaction. The miRNA is mmu-miR-181c-3p with sequence ACCAUCGACCGUUGAGUGGACC. The protein sequence of the target gene is MLTPAFDLSQDPDFLTIAIRVPYARVSEFDVYFEGSDFKFYAKPYFLRLTLPGRIVENGSEQGSYDADKGIFTIRLPKETPGQHFEGLNMLTALLAPRKSRTAKPLVEEIGASEIPEEVVDDEEFDWEIEQTPCEEVSESALNPQCHYGFGNLRSGVLQRLQDELSDVIDIKDPDFTPAAERRQKRLAAELAKFDPDHYLADFFEDEAIEQILKYNPWWTDKYSKMMAFLEKSQEQENHATLVSFSEEEKYQLRKFVNKSYLLDKRACRQVCYSLIDILLAYCYETRVTEGEKNVESAWN.... Result: 0 (no interaction).